Regression. Given two drug SMILES strings and cell line genomic features, predict the synergy score measuring deviation from expected non-interaction effect. From a dataset of NCI-60 drug combinations with 297,098 pairs across 59 cell lines. (1) Drug 1: CC1=C(N=C(N=C1N)C(CC(=O)N)NCC(C(=O)N)N)C(=O)NC(C(C2=CN=CN2)OC3C(C(C(C(O3)CO)O)O)OC4C(C(C(C(O4)CO)O)OC(=O)N)O)C(=O)NC(C)C(C(C)C(=O)NC(C(C)O)C(=O)NCCC5=NC(=CS5)C6=NC(=CS6)C(=O)NCCC[S+](C)C)O. Drug 2: CNC(=O)C1=NC=CC(=C1)OC2=CC=C(C=C2)NC(=O)NC3=CC(=C(C=C3)Cl)C(F)(F)F. Cell line: CCRF-CEM. Synergy scores: CSS=3.26, Synergy_ZIP=0.121, Synergy_Bliss=4.44, Synergy_Loewe=-9.13, Synergy_HSA=-0.594. (2) Drug 1: C1=CC(=CC=C1CC(C(=O)O)N)N(CCCl)CCCl.Cl. Drug 2: CCN(CC)CCCC(C)NC1=C2C=C(C=CC2=NC3=C1C=CC(=C3)Cl)OC. Cell line: NCI-H460. Synergy scores: CSS=50.7, Synergy_ZIP=14.7, Synergy_Bliss=13.9, Synergy_Loewe=8.28, Synergy_HSA=13.4. (3) Synergy scores: CSS=33.6, Synergy_ZIP=-6.92, Synergy_Bliss=-4.13, Synergy_Loewe=-0.919, Synergy_HSA=-1.20. Drug 1: CCN(CC)CCNC(=O)C1=C(NC(=C1C)C=C2C3=C(C=CC(=C3)F)NC2=O)C. Drug 2: CN(CCCl)CCCl.Cl. Cell line: 786-0. (4) Drug 1: CCC1=CC2CC(C3=C(CN(C2)C1)C4=CC=CC=C4N3)(C5=C(C=C6C(=C5)C78CCN9C7C(C=CC9)(C(C(C8N6C)(C(=O)OC)O)OC(=O)C)CC)OC)C(=O)OC.C(C(C(=O)O)O)(C(=O)O)O. Drug 2: C1=CC(=CC=C1CCCC(=O)O)N(CCCl)CCCl. Cell line: SNB-75. Synergy scores: CSS=27.7, Synergy_ZIP=-14.5, Synergy_Bliss=-7.21, Synergy_Loewe=-19.9, Synergy_HSA=-4.59. (5) Drug 1: CCC1=C2CN3C(=CC4=C(C3=O)COC(=O)C4(CC)O)C2=NC5=C1C=C(C=C5)O. Drug 2: C1CCC(C(C1)N)N.C(=O)(C(=O)[O-])[O-].[Pt+4]. Cell line: HCT116. Synergy scores: CSS=76.9, Synergy_ZIP=5.86, Synergy_Bliss=4.88, Synergy_Loewe=7.07, Synergy_HSA=9.67.